This data is from Full USPTO retrosynthesis dataset with 1.9M reactions from patents (1976-2016). The task is: Predict the reactants needed to synthesize the given product. (1) Given the product [CH3:1][CH2:2][C@@:3]1([OH:66])[CH2:22][N:20]2[CH2:21][C@@H:5]([CH2:6][C@:7]([C:56]([O:58][CH3:59])=[O:57])([C:23]3[CH:24]=[C:25]4[C@:33]56[C@@H:37]7[C@:38]([CH2:53][CH3:54])([C@@H:42]([O:49][C:50]([CH3:52])=[O:51])[C@:43]([OH:48])([C:44]([O:46][CH3:47])=[O:45])[C@@H:32]5[N:31]([CH3:55])[C:26]4=[CH:27][C:28]=3[O:29][CH3:30])[CH:39]=[CH:40][CH2:41][N:36]7[CH2:35][CH2:34]6)[C:8]3[NH:16][C:15]4[CH:14]=[CH:13][C:12]([I:17])=[CH:11][C:10]=4[C:9]=3[CH2:18][CH2:19]2)[CH2:4]1, predict the reactants needed to synthesize it. The reactants are: [CH3:1][CH2:2][C:3]1[CH2:22][N:20]2[CH2:21][C@@H:5]([CH2:6][C@:7]([C:56]([O:58][CH3:59])=[O:57])([C:23]3[CH:24]=[C:25]4[C@:33]56[C@@H:37]7[C@:38]([CH2:53][CH3:54])([C@@H:42]([O:49][C:50]([CH3:52])=[O:51])[C@:43]([OH:48])([C:44]([O:46][CH3:47])=[O:45])[C@@H:32]5[N:31]([CH3:55])[C:26]4=[CH:27][C:28]=3[O:29][CH3:30])[CH:39]=[CH:40][CH2:41][N:36]7[CH2:35][CH2:34]6)[C:8]3[NH:16][C:15]4[CH:14]=[CH:13][C:12]([I:17])=[CH:11][C:10]=4[C:9]=3[CH2:18][CH2:19]2)[CH:4]=1.Cl.C(C[OH:66])(F)(F)F.[BH4-].[Na+]. (2) Given the product [CH2:1]([O:3][C:4](=[O:26])[CH:5]([O:23][CH2:24][CH3:25])[CH2:6][C:7]1[CH:12]=[CH:11][C:10]([O:13][CH2:14][CH2:15][C:16]2[CH:17]=[CH:18][C:19]([O:22][C:35](=[O:36])[NH:34][CH2:27][C:28]3[CH:33]=[CH:32][CH:31]=[CH:30][CH:29]=3)=[CH:20][CH:21]=2)=[CH:9][CH:8]=1)[CH3:2], predict the reactants needed to synthesize it. The reactants are: [CH2:1]([O:3][C:4](=[O:26])[CH:5]([O:23][CH2:24][CH3:25])[CH2:6][C:7]1[CH:12]=[CH:11][C:10]([O:13][CH2:14][CH2:15][C:16]2[CH:21]=[CH:20][C:19]([OH:22])=[CH:18][CH:17]=2)=[CH:9][CH:8]=1)[CH3:2].[CH2:27]([N:34]=[C:35]=[O:36])[C:28]1[CH:33]=[CH:32][CH:31]=[CH:30][CH:29]=1.C(N(CC)CC)C.